From a dataset of Catalyst prediction with 721,799 reactions and 888 catalyst types from USPTO. Predict which catalyst facilitates the given reaction. The catalyst class is: 4. Reactant: [CH2:1]([O:8][C:9]1[CH:10]=[C:11]2[C:16](=[CH:17][CH:18]=1)[N:15]=[CH:14][C:13]([NH2:19])=[C:12]2[NH:20][CH3:21])[C:2]1[CH:7]=[CH:6][CH:5]=[CH:4][CH:3]=1.C(N(CC)CC)C.[CH3:29][O:30][CH2:31][CH2:32][C:33](Cl)=O. Product: [CH2:1]([O:8][C:9]1[CH:18]=[CH:17][C:16]2[N:15]=[CH:14][C:13]3[N:19]=[C:33]([CH2:32][CH2:31][O:30][CH3:29])[N:20]([CH3:21])[C:12]=3[C:11]=2[CH:10]=1)[C:2]1[CH:3]=[CH:4][CH:5]=[CH:6][CH:7]=1.